Dataset: Catalyst prediction with 721,799 reactions and 888 catalyst types from USPTO. Task: Predict which catalyst facilitates the given reaction. (1) Reactant: C[O:2][C:3]([C:5]1[CH:26]=[CH:25][C:8]([O:9][CH2:10]/[CH:11]=[CH:12]/[CH2:13][O:14][C:15]2[CH:20]=[CH:19][C:18]([C:21]([O:23]C)=[O:22])=[CH:17][CH:16]=2)=[CH:7][CH:6]=1)=[O:4].[OH-].[Na+]. Product: [OH:4][C:3]([C:5]1[CH:6]=[CH:7][C:8]([O:9][CH2:10]/[CH:11]=[CH:12]/[CH2:13][O:14][C:15]2[CH:16]=[CH:17][C:18]([C:21]([OH:23])=[O:22])=[CH:19][CH:20]=2)=[CH:25][CH:26]=1)=[O:2]. The catalyst class is: 8. (2) Reactant: [CH3:1][C:2]1([CH3:16])[C:6](=O)[CH2:5][CH2:4][N:3]1[C:8]([C:10]1[CH:15]=[CH:14][CH:13]=[CH:12][CH:11]=1)=[O:9].C([O-])(=O)C.[Na+].Cl.[CH3:23][O:24][NH2:25]. Product: [CH3:23][O:24]/[N:25]=[C:6]1/[C:2]([CH3:16])([CH3:1])[N:3]([C:8]([C:10]2[CH:15]=[CH:14][CH:13]=[CH:12][CH:11]=2)=[O:9])[CH2:4][CH2:5]/1. The catalyst class is: 5. (3) Reactant: [NH2:1][C:2]([NH2:4])=[S:3].Br[CH2:6][C:7](=O)/[C:8](=[N:33]/[O:34][CH3:35])/[C:9]([NH:11][CH:12]1[C:31](=[O:32])[N:14]2[C:15]([C:28]([OH:30])=[O:29])=[C:16]([CH2:19][S:20][C:21]([C:23]3[O:24][CH:25]=[CH:26][CH:27]=3)=[O:22])[CH2:17][S:18][C@H:13]12)=[O:10].O1CCCC1.C(=O)(O)[O-].[Na+]. Product: [CH3:35][O:34]/[N:33]=[C:8](\[C:9]([NH:11][C@@H:12]1[C:31](=[O:32])[N:14]2[C:15]([C:28]([OH:30])=[O:29])=[C:16]([CH2:19][S:20][C:21]([C:23]3[O:24][CH:25]=[CH:26][CH:27]=3)=[O:22])[CH2:17][S:18][C@H:13]12)=[O:10])/[C:7]1[N:1]=[C:2]([NH2:4])[S:3][CH:6]=1. The catalyst class is: 232. (4) Reactant: [CH3:1][C@H:2]1[NH:7][C@@H:6]([CH3:8])[CH2:5][N:4]([S:9]([CH2:12][C:13]2[CH:18]=[CH:17][C:16]([NH2:19])=[CH:15][CH:14]=2)(=[O:11])=[O:10])[CH2:3]1.C1C(=O)N([Br:27])C(=O)C1. Product: [Br:27][C:17]1[CH:18]=[C:13]([CH2:12][S:9]([N:4]2[CH2:5][C@H:6]([CH3:8])[NH:7][C@H:2]([CH3:1])[CH2:3]2)(=[O:11])=[O:10])[CH:14]=[CH:15][C:16]=1[NH2:19]. The catalyst class is: 2. (5) Reactant: Cl.O1CCOCC1.[Cl:8][C:9]1[CH:10]=[C:11]([C:15]2[CH:20]=[CH:19][C:18]([CH2:21][C@@H:22]([NH:29][C:30]([C:32]3[CH:41]=[CH:40][C:35]4[N:36]=[N:37][N:38]([OH:39])[C:34]=4[CH:33]=3)=[O:31])[CH2:23][C@@H:24]([OH:28])[C:25]([OH:27])=[O:26])=[CH:17][CH:16]=2)[CH:12]=[CH:13][CH:14]=1.C(O)C1C=CC=CC=1.[C:50]([O:53][CH2:54]Br)(=[O:52])[CH3:51].C([O-])([O-])=O.[K+].[K+].CN(C=O)C.CO. Product: [C:50]([O:53][CH2:54][O:39][N:38]1[C:34]2[CH:33]=[C:32]([C:30]([NH:29][C@H:22]([CH2:21][C:18]3[CH:17]=[CH:16][C:15]([C:11]4[CH:12]=[CH:13][CH:14]=[C:9]([Cl:8])[CH:10]=4)=[CH:20][CH:19]=3)[CH2:23][C@@H:24]([OH:28])[C:25]([OH:27])=[O:26])=[O:31])[CH:41]=[CH:40][C:35]=2[N:36]=[N:37]1)(=[O:52])[CH3:51]. The catalyst class is: 45. (6) Reactant: [OH-].[K+].COC([C:7]1([C:20]2[C:29]3[C:24](=[CH:25][C:26](Cl)=[CH:27][CH:28]=3)[N:23]=[CH:22][N:21]=2)[CH2:12][CH2:11][N:10](C(OC(C)(C)C)=O)[CH2:9][CH2:8]1)=O.[OH:31][CH2:32][CH2:33][CH2:34][N:35]1[CH2:40][CH2:39][CH2:38][CH2:37][CH2:36]1. Product: [NH:10]1[CH2:9][CH2:8][CH:7]([C:20]2[C:29]3[C:24](=[CH:25][C:26]([O:31][CH2:32][CH2:33][CH2:34][N:35]4[CH2:40][CH2:39][CH2:38][CH2:37][CH2:36]4)=[CH:27][CH:28]=3)[N:23]=[CH:22][N:21]=2)[CH2:12][CH2:11]1. The catalyst class is: 6. (7) Reactant: [CH:1](=O)[CH2:2][CH3:3].[NH2:5][C@H:6]1[CH2:10][CH2:9][N:8]([C:11]2[C:20]3[CH2:19][CH2:18][CH2:17][CH2:16][C:15]=3[N:14]=[C:13]([NH:21][C:22]3[CH:27]=[C:26]([C:28]([F:31])([F:30])[F:29])[CH:25]=[C:24]([NH2:32])[CH:23]=3)[N:12]=2)[CH2:7]1.Cl.Cl.N[C@H]1CCN(C2C3CCCCC=3N=C(NC3C=C(C(F)(F)F)C=C(N)C=3)N=2)C1.[OH-].[Na+].C(O[BH-](OC(=O)C)OC(=O)C)(=O)C.[Na+]. Product: [CH2:1]([NH:5][C@H:6]1[CH2:10][CH2:9][N:8]([C:11]2[C:20]3[CH2:19][CH2:18][CH2:17][CH2:16][C:15]=3[N:14]=[C:13]([NH:21][C:22]3[CH:27]=[C:26]([C:28]([F:31])([F:29])[F:30])[CH:25]=[C:24]([NH2:32])[CH:23]=3)[N:12]=2)[CH2:7]1)[CH2:2][CH3:3]. The catalyst class is: 72. (8) Reactant: [NH:1]1[CH2:6][CH2:5][CH:4]([CH:7]2[CH2:12][CH2:11][CH2:10][CH2:9][N:8]2[C:13]2[CH:14]=[CH:15][C:16]3[NH:20][C:19](C4C5C(=CC=C(N)C=5)NN=4)=[N:18][C:17]=3[CH:31]=2)[CH2:3][CH2:2]1.[N-:32]=C=S.[CH:35]1[CH:40]=CC=[CH:37][CH:36]=1.CCN=C=[N:45][CH2:46][CH2:47][CH2:48][N:49](C)C.Cl.CN1CCNCC1. Product: [NH:1]1[CH2:6][CH2:5][CH:4]([CH:7]2[CH2:12][CH2:11][CH2:10][CH2:9][N:8]2[C:13]2[CH:14]=[CH:15][C:16]3[NH:20][C:19]([NH:32][C:36]4[CH:37]=[C:47]5[C:46](=[CH:40][CH:35]=4)[NH:45][N:49]=[CH:48]5)=[N:18][C:17]=3[CH:31]=2)[CH2:3][CH2:2]1. The catalyst class is: 1.